From a dataset of Forward reaction prediction with 1.9M reactions from USPTO patents (1976-2016). Predict the product of the given reaction. Given the reactants [CH3:1][C:2]1([CH3:19])[CH2:11][C:6]2([O:10][CH2:9][CH2:8][O:7]2)[CH2:5][CH:4]([C:12]([O:14][CH2:15][CH2:16][CH2:17][CH3:18])=[O:13])[O:3]1.[Li+].[CH3:21]C([N-]C(C)C)C.CI, predict the reaction product. The product is: [CH3:21][C:4]1([C:12]([O:14][CH2:15][CH2:16][CH2:17][CH3:18])=[O:13])[O:3][C:2]([CH3:19])([CH3:1])[CH2:11][C:6]2([O:10][CH2:9][CH2:8][O:7]2)[CH2:5]1.